Dataset: Reaction yield outcomes from USPTO patents with 853,638 reactions. Task: Predict the reaction yield, written as a fraction of the theoretical maximum amount of product (1.0 means a 100% yield; for example, 0.34 means a 34% yield). (1) The reactants are [Cl:1][C:2]1[CH:7]=[CH:6][CH:5]=[C:4]([Cl:8])[C:3]=1[CH2:9][S:10]([C:13]1[CH:14]=[C:15]2[C:19](=[CH:20][CH:21]=1)[NH:18][C:17](=[O:22])/[C:16]/2=[CH:23]\[C:24]1[NH:28][C:27]([CH3:29])=[C:26]([C:30]([OH:32])=O)[C:25]=1[CH3:33])(=[O:12])=[O:11].C1C=CC2N(O)N=NC=2C=1.CCN=C=NCCCN(C)C.Cl.[NH2:56][CH2:57][CH2:58][N:59]1[CH2:63][CH2:62][CH:61]([NH:64][C:65](=[O:67])[CH3:66])[CH2:60]1. The catalyst is CN(C=O)C. The product is [C:65]([NH:64][CH:61]1[CH2:62][CH2:63][N:59]([CH2:58][CH2:57][NH:56][C:30]([C:26]2[C:25]([CH3:33])=[C:24](/[CH:23]=[C:16]3\[C:17](=[O:22])[NH:18][C:19]4[C:15]\3=[CH:14][C:13]([S:10]([CH2:9][C:3]3[C:2]([Cl:1])=[CH:7][CH:6]=[CH:5][C:4]=3[Cl:8])(=[O:11])=[O:12])=[CH:21][CH:20]=4)[NH:28][C:27]=2[CH3:29])=[O:32])[CH2:60]1)(=[O:67])[CH3:66]. The yield is 0.650. (2) The product is [CH2:28]([O:27][CH2:2][C:3]1([OH:1])[CH2:8][CH2:7][N:6]([C:9]2[CH:14]=[CH:13][C:12]([N:15]3[CH2:19][C@H:18]([CH2:20][NH:21][C:22](=[O:24])[CH3:23])[O:17][C:16]3=[O:25])=[CH:11][C:10]=2[F:26])[CH2:5][CH2:4]1)[CH3:29]. The reactants are [O:1]1[C:3]2([CH2:8][CH2:7][N:6]([C:9]3[CH:14]=[CH:13][C:12]([N:15]4[CH2:19][C@H:18]([CH2:20][NH:21][C:22](=[O:24])[CH3:23])[O:17][C:16]4=[O:25])=[CH:11][C:10]=3[F:26])[CH2:5][CH2:4]2)[CH2:2]1.[O-:27][CH2:28][CH3:29].[Na+]. The catalyst is C(O)C. The yield is 0.550.